This data is from Forward reaction prediction with 1.9M reactions from USPTO patents (1976-2016). The task is: Predict the product of the given reaction. (1) Given the reactants C[O:2][C:3](=[O:30])[C@@H:4]([N:8]([CH2:15][C:16]1[CH:21]=[CH:20][C:19]([C:22]2[CH:27]=[CH:26][CH:25]=[CH:24][C:23]=2[C:28]#[N:29])=[CH:18][CH:17]=1)[C:9](=[O:14])[CH2:10][CH2:11][CH2:12][CH3:13])[CH:5]([CH3:7])[CH3:6].C1(C)C(C)=CC=CC=1.[Cl-].C([Al+]CC)C.[N-:45]=[N+:46]=[N-:47].[Na+].[OH-].[Na+].N([O-])=O.[Na+].Cl.C(OCC)(=O)C.O, predict the reaction product. The product is: [CH3:7][CH:5]([CH3:6])[C@H:4]([N:8]([C:9](=[O:14])[CH2:10][CH2:11][CH2:12][CH3:13])[CH2:15][C:16]1[CH:21]=[CH:20][C:19]([C:22]2[CH:27]=[CH:26][CH:25]=[CH:24][C:23]=2[C:28]2[NH:47][N:46]=[N:45][N:29]=2)=[CH:18][CH:17]=1)[C:3]([OH:2])=[O:30]. (2) Given the reactants [C:1]([O:5][C:6](=[O:22])[CH2:7][C:8]([C:10]1[CH:15]=[CH:14][C:13]([CH2:16][C:17]([O:19][CH3:20])=[O:18])=[CH:12][C:11]=1[Cl:21])=[O:9])([CH3:4])([CH3:3])[CH3:2].C[Si]([N-][Si](C)(C)C)(C)C.[K+].O.[CH3:34][C:35]#[N:36], predict the reaction product. The product is: [C:1]([O:5][C:6]([C:7]1[C:35]([C:34]2[CH:11]=[CH:10][CH:8]=[CH:7][CH:6]=2)=[N:36][O:9][C:8]=1[C:10]1[CH:15]=[CH:14][C:13]([CH2:16][C:17]([O:19][CH3:20])=[O:18])=[CH:12][C:11]=1[Cl:21])=[O:22])([CH3:4])([CH3:2])[CH3:3]. (3) Given the reactants [NH2:1][C:2]([NH2:29])=[N:3][C:4]([C:6]1[CH:10]=[C:9]([C:11]2[CH:16]=[CH:15][CH:14]=[CH:13][C:12]=2[O:17]C)[N:8]([CH2:19][CH2:20][C:21]2[CH:26]=[CH:25][C:24]([F:27])=[CH:23][CH:22]=2)[C:7]=1[CH3:28])=[O:5].[Cl:30]CCl.B(Br)(Br)Br.C(=O)(O)[O-].[Na+], predict the reaction product. The product is: [ClH:30].[NH2:29][C:2]([NH2:1])=[N:3][C:4]([C:6]1[CH:10]=[C:9]([C:11]2[CH:16]=[CH:15][CH:14]=[CH:13][C:12]=2[OH:17])[N:8]([CH2:19][CH2:20][C:21]2[CH:22]=[CH:23][C:24]([F:27])=[CH:25][CH:26]=2)[C:7]=1[CH3:28])=[O:5]. (4) The product is: [N:1]1([C:7]2[N:12]=[C:11]([N:13]3[CH2:18][CH2:17][O:16][CH2:15][CH2:14]3)[N:10]=[C:9]([C:19]3[CH:25]=[CH:24][C:22]([NH:23][C:34]([NH:33][C:30]4[CH:31]=[CH:32][C:27]([CH3:26])=[CH:28][CH:29]=4)=[O:35])=[CH:21][CH:20]=3)[N:8]=2)[CH2:2][CH2:3][O:4][CH2:5][CH2:6]1. Given the reactants [N:1]1([C:7]2[N:12]=[C:11]([N:13]3[CH2:18][CH2:17][O:16][CH2:15][CH2:14]3)[N:10]=[C:9]([C:19]3[CH:25]=[CH:24][C:22]([NH2:23])=[CH:21][CH:20]=3)[N:8]=2)[CH2:6][CH2:5][O:4][CH2:3][CH2:2]1.[CH3:26][C:27]1[CH:32]=[CH:31][C:30]([N:33]=[C:34]=[O:35])=[CH:29][CH:28]=1, predict the reaction product. (5) Given the reactants [CH3:1][C@H:2]([NH:7][C:8](=[O:10])[CH3:9])[C:3](=O)[CH2:4][CH3:5].[OH-].[Na+].C(=O)([O-])O.[Na+].C(NC(C)C)(C)C.[CH2:25]([O:27][P:28](Cl)([O:30][CH2:31][CH3:32])=[O:29])[CH3:26].[Cl-].[NH4+], predict the reaction product. The product is: [CH2:25]([O:27][P:28]([CH2:9][C:8]1[O:10][C:3]([CH2:4][CH3:5])=[C:2]([CH3:1])[N:7]=1)(=[O:29])[O:30][CH2:31][CH3:32])[CH3:26]. (6) Given the reactants [Cl:1][C:2]1[N:7]=[CH:6][N:5]=[C:4]([NH2:8])[CH:3]=1.C[Al](C)C.[F:13][C:14]1[CH:19]=[CH:18][C:17]([N:20]2[C:24]([CH3:25])=[C:23]([C:26](OC)=[O:27])[N:22]=[N:21]2)=[CH:16][CH:15]=1, predict the reaction product. The product is: [Cl:1][C:2]1[N:7]=[CH:6][N:5]=[C:4]([NH:8][C:26]([C:23]2[N:22]=[N:21][N:20]([C:17]3[CH:18]=[CH:19][C:14]([F:13])=[CH:15][CH:16]=3)[C:24]=2[CH3:25])=[O:27])[CH:3]=1. (7) The product is: [CH3:18][C:17]([CH3:19])([CH3:20])[CH2:16][N:15]1[C:10]2[C:11](=[N:12][C:7]([C:5]3[CH:4]4[CH2:23][CH2:24][CH:1]([CH:6]=3)[N:2]([S:35]([CH3:34])(=[O:37])=[O:36])[CH2:3]4)=[CH:8][CH:9]=2)[N:13]([CH3:22])[C:14]1=[O:21]. Given the reactants [CH:1]12[CH2:24][CH2:23][CH:4]([C:5]([C:7]3[N:12]=[C:11]4[N:13]([CH3:22])[C:14](=[O:21])[N:15]([CH2:16][C:17]([CH3:20])([CH3:19])[CH3:18])[C:10]4=[CH:9][CH:8]=3)=[CH:6]1)[CH2:3][NH:2]2.CCN(C(C)C)C(C)C.[CH3:34][S:35](Cl)(=[O:37])=[O:36], predict the reaction product. (8) The product is: [C:38]1([C:33]2[CH:34]=[CH:35][CH:36]=[CH:37][C:32]=2[C:24]2[C:25]3[C:30]([C:17]([C:12]4[CH:13]=[CH:14][CH:15]=[CH:16][C:11]=4[C:1]4[C:10]5[C:5](=[CH:6][CH:7]=[CH:8][CH:9]=5)[CH:4]=[CH:3][CH:2]=4)=[C:18]4[C:23]=2[CH:22]=[CH:21][CH:20]=[CH:19]4)=[CH:29][CH:28]=[CH:27][CH:26]=3)[C:47]2[C:42](=[CH:43][CH:44]=[CH:45][CH:46]=2)[CH:41]=[CH:40][CH:39]=1. Given the reactants [C:1]1([C:11]2[CH:16]=[CH:15][CH:14]=[CH:13][C:12]=2[C:17]2(O)[C:30]3[CH:29]=[CH:28][CH:27]=[CH:26][C:25]=3[C:24]([C:32]3[CH:37]=[CH:36][CH:35]=[CH:34][C:33]=3[C:38]3[C:47]4[C:42](=[CH:43][CH:44]=[CH:45][CH:46]=4)[CH:41]=[CH:40][CH:39]=3)(O)[C:23]3[C:18]2=[CH:19][CH:20]=[CH:21][CH:22]=3)[C:10]2[C:5](=[CH:6][CH:7]=[CH:8][CH:9]=2)[CH:4]=[CH:3][CH:2]=1.I.[PH2](O)=O, predict the reaction product. (9) Given the reactants Br[C:2]1[CH:7]=[CH:6][C:5]([OH:8])=[C:4]([Cl:9])[CH:3]=1.I[C:11]1[CH:16]=[CH:15][C:14](O)=CC=1.[CH3:18][C:19]1[NH:20][C:21]2[C:26]([CH:27]=1)=[CH:25][CH:24]=[CH:23][CH:22]=2, predict the reaction product. The product is: [Cl:9][C:4]1[CH:3]=[C:2]([N:20]2[C:21]3[C:26](=[CH:25][CH:24]=[CH:23][CH:22]=3)[CH:27]=[C:19]2[CH3:18])[CH:7]=[CH:6][C:5]=1[O:8][CH2:26][CH2:27][CH2:19][N:20]1[CH2:14][CH2:15][CH2:16][CH2:11]1. (10) Given the reactants [O:1]=[S:2]1(=[O:29])[CH2:7][CH2:6][CH:5]([C:8]2[C:16]3[C:11](=[C:12]([C:26]([NH2:28])=[O:27])[CH:13]=[C:14](B4OC(C)(C)C(C)(C)O4)[CH:15]=3)[NH:10][CH:9]=2)[CH2:4][CH2:3]1.C([O-])([O-])=O.[K+].[K+].Br[C:37]1[CH:38]=[C:39]([CH2:42][CH2:43][CH2:44][OH:45])[S:40][CH:41]=1.O, predict the reaction product. The product is: [O:29]=[S:2]1(=[O:1])[CH2:3][CH2:4][CH:5]([C:8]2[C:16]3[C:11](=[C:12]([C:26]([NH2:28])=[O:27])[CH:13]=[C:14]([C:37]4[CH:38]=[C:39]([CH2:42][CH2:43][CH2:44][OH:45])[S:40][CH:41]=4)[CH:15]=3)[NH:10][CH:9]=2)[CH2:6][CH2:7]1.